From a dataset of Full USPTO retrosynthesis dataset with 1.9M reactions from patents (1976-2016). Predict the reactants needed to synthesize the given product. (1) Given the product [CH3:17][O:16][C:8]1[CH:9]=[CH:10][C:11]([N+:13]([O-:15])=[O:14])=[CH:12][C:7]=1[C:5]1[N:22]2[N:21]=[CH:20][C:24]([C:25]([O:27][CH2:28][CH3:29])=[O:26])=[C:18]2[N:2]=[CH:3][CH:4]=1, predict the reactants needed to synthesize it. The reactants are: C[N:2]([CH3:18])/[CH:3]=[CH:4]/[C:5]([C:7]1[CH:12]=[C:11]([N+:13]([O-:15])=[O:14])[CH:10]=[CH:9][C:8]=1[O:16][CH3:17])=O.N[C:20]1[C:24]([C:25]([O:27][CH2:28][CH3:29])=[O:26])=C[NH:22][N:21]=1. (2) Given the product [Cl:31][C:21]1[C:20]([CH3:32])=[C:19]([C:33]2[CH:38]=[CH:37][CH:36]=[C:35]([CH2:39][O:1][C:2]3[CH:15]=[CH:14][C:5]4[C@H:6]([CH2:9][C:10]([O:12][CH3:13])=[O:11])[CH2:7][O:8][C:4]=4[CH:3]=3)[CH:34]=2)[C:18]([CH3:41])=[C:17]([Cl:16])[C:22]=1[O:23][CH2:24][CH2:25][CH2:26][S:27]([CH3:30])(=[O:29])=[O:28], predict the reactants needed to synthesize it. The reactants are: [OH:1][C:2]1[CH:15]=[CH:14][C:5]2[C@H:6]([CH2:9][C:10]([O:12][CH3:13])=[O:11])[CH2:7][O:8][C:4]=2[CH:3]=1.[Cl:16][C:17]1[C:18]([CH3:41])=[C:19]([C:33]2[CH:38]=[CH:37][CH:36]=[C:35]([CH2:39]O)[CH:34]=2)[C:20]([CH3:32])=[C:21]([Cl:31])[C:22]=1[O:23][CH2:24][CH2:25][CH2:26][S:27]([CH3:30])(=[O:29])=[O:28].C(P(CCCC)CCCC)CCC.N(C(N1CCCCC1)=O)=NC(N1CCCCC1)=O. (3) Given the product [F:16][C:17]1[CH:18]=[CH:19][C:20]([O:42][CH:43]([CH3:45])[CH3:44])=[C:21]([NH:23][C:24]([NH:26][C:27]2[C:35]3[N:34]([CH2:36][C:37]([F:40])([F:39])[F:38])[CH:33]=[N:32][C:31]=3[CH:30]=[CH:29][CH:28]=2)=[S:25])[CH:22]=1, predict the reactants needed to synthesize it. The reactants are: FC(F)(F)CN1C2C(N)=CC=CC=2N=C1.[F:16][C:17]1[CH:18]=[CH:19][C:20]([O:42][CH:43]([CH3:45])[CH3:44])=[C:21]([NH:23][C:24]([NH:26][C:27]2[C:35]3[N:34]([CH2:36][C:37]([F:40])([F:39])[F:38])[C:33](C)=[N:32][C:31]=3[CH:30]=[CH:29][CH:28]=2)=[S:25])[CH:22]=1. (4) The reactants are: [CH2:1]([O:8][C:9]1[CH:16]=[CH:15][CH:14]=[CH:13][C:10]=1[CH:11]=[O:12])[C:2]1[CH:7]=[CH:6][CH:5]=[CH:4][CH:3]=1.[CH3:17][O:18][C:19]1[CH:24]=[CH:23][C:22]([Mg]Br)=[CH:21][CH:20]=1.[Cl-].[NH4+]. Given the product [CH2:1]([O:8][C:9]1[CH:16]=[CH:15][CH:14]=[CH:13][C:10]=1[CH:11]([C:21]1[CH:22]=[CH:23][CH:24]=[C:19]([O:18][CH3:17])[CH:20]=1)[OH:12])[C:2]1[CH:3]=[CH:4][CH:5]=[CH:6][CH:7]=1, predict the reactants needed to synthesize it. (5) Given the product [Br:10][C:5]1[C:4]([CH3:9])=[CH:3][C:2]([I:1])=[CH:7][N:6]=1, predict the reactants needed to synthesize it. The reactants are: [I:1][C:2]1[CH:3]=[C:4]([CH3:9])[C:5](N)=[N:6][CH:7]=1.[Br:10]Br.N([O-])=O.[Na+]. (6) The reactants are: C([O:3][C:4](=[O:28])[CH2:5][CH:6]1[C:15]2[N:14]([CH2:16][C:17]3[CH:22]=[CH:21][C:20]([Cl:23])=[CH:19][CH:18]=3)[C:13]([C:24]([CH3:27])([CH3:26])[CH3:25])=[N:12][C:11]=2[CH2:10][CH2:9][CH2:8][CH2:7]1)C.[OH-].[Na+]. Given the product [Cl:23][C:20]1[CH:19]=[CH:18][C:17]([CH2:16][N:14]2[C:15]3[CH:6]([CH2:5][C:4]([OH:28])=[O:3])[CH2:7][CH2:8][CH2:9][CH2:10][C:11]=3[N:12]=[C:13]2[C:24]([CH3:27])([CH3:26])[CH3:25])=[CH:22][CH:21]=1, predict the reactants needed to synthesize it.